Dataset: Full USPTO retrosynthesis dataset with 1.9M reactions from patents (1976-2016). Task: Predict the reactants needed to synthesize the given product. Given the product [CH3:1][C:2]1[S:6][C:5]([CH:7]=[CH:12][N+:9]([O-:11])=[O:10])=[CH:4][CH:3]=1, predict the reactants needed to synthesize it. The reactants are: [CH3:1][C:2]1[S:6][C:5]([CH:7]=O)=[CH:4][CH:3]=1.[N+:9]([CH3:12])([O-:11])=[O:10].